From a dataset of HIV replication inhibition screening data with 41,000+ compounds from the AIDS Antiviral Screen. Binary Classification. Given a drug SMILES string, predict its activity (active/inactive) in a high-throughput screening assay against a specified biological target. (1) The compound is NS(=O)(=O)c1ccc(NC(=O)CC(=O)Nc2ccc(S(N)(=O)=O)cc2)cc1. The result is 0 (inactive). (2) The drug is O=C(C=Cc1ccc(O)c(O)c1)OCCCOC(=O)C=Cc1ccc(O)c(O)c1. The result is 0 (inactive). (3) The drug is COc1cc2c(c3c1C=CCO3)C(=O)c1ccccc1C2=O. The result is 0 (inactive).